Dataset: Full USPTO retrosynthesis dataset with 1.9M reactions from patents (1976-2016). Task: Predict the reactants needed to synthesize the given product. (1) Given the product [Cl:8][C:4]1[CH:5]=[N:6][CH:7]=[C:2]([O:19][CH:9]2[C:18]3[C:13](=[CH:14][CH:15]=[CH:16][CH:17]=3)[CH2:12][CH2:11][CH2:10]2)[N:3]=1, predict the reactants needed to synthesize it. The reactants are: Cl[C:2]1[CH:7]=[N:6][CH:5]=[C:4]([Cl:8])[N:3]=1.[CH:9]1([OH:19])[C:18]2[C:13](=[CH:14][CH:15]=[CH:16][CH:17]=2)[CH2:12][CH2:11][CH2:10]1.[H-].[Na+]. (2) Given the product [C:1]([O:5][C:6]([N:8]1[C:16]2[C:11](=[CH:12][C:13]([CH:17]3[C:22]([C:23]#[N:24])=[C:21]([CH3:25])[N:20]([CH3:32])[C:19]([CH3:26])=[C:18]3[C:27]#[N:28])=[CH:14][CH:15]=2)[C:10]([CH3:29])=[N:9]1)=[O:7])([CH3:4])([CH3:3])[CH3:2], predict the reactants needed to synthesize it. The reactants are: [C:1]([O:5][C:6]([N:8]1[C:16]2[C:11](=[CH:12][C:13]([CH:17]3[C:22]([C:23]#[N:24])=[C:21]([CH3:25])[NH:20][C:19]([CH3:26])=[C:18]3[C:27]#[N:28])=[CH:14][CH:15]=2)[C:10]([CH3:29])=[N:9]1)=[O:7])([CH3:4])([CH3:3])[CH3:2].[H-].[Na+].[CH3:32]I. (3) Given the product [NH2:1][C:2]1[C:11]2[N:12]=[C:13]([CH2:20][CH3:21])[N:14]([CH2:15][C:16]([OH:19])([CH3:18])[CH3:17])[C:10]=2[C:9]2[CH:8]=[CH:7][C:6]([CH2:22][CH2:23][C:24]([N:48]3[CH2:53][CH2:52][O:51][CH2:50][CH2:49]3)=[O:26])=[CH:5][C:4]=2[N:3]=1, predict the reactants needed to synthesize it. The reactants are: [NH2:1][C:2]1[C:11]2[N:12]=[C:13]([CH2:20][CH3:21])[N:14]([CH2:15][C:16]([OH:19])([CH3:18])[CH3:17])[C:10]=2[C:9]2[CH:8]=[CH:7][C:6]([CH2:22][CH2:23][C:24]([OH:26])=O)=[CH:5][C:4]=2[N:3]=1.ON1C2C=CC=CC=2N=N1.CN(C)CCCN=C=NCC.[NH:48]1[CH2:53][CH2:52][O:51][CH2:50][CH2:49]1.C(=O)([O-])[O-].[Na+].[Na+]. (4) Given the product [Si:1]([O:8][C@@H:9]1[C@@H:13]([CH2:14][OH:15])[CH2:12][C@@H:11]([NH:23][C:24]2[C:29]([C:30]([C:32]3[S:33][C:34]([CH2:37][C:38]4[CH:43]=[CH:42][CH:41]=[C:40]([Cl:44])[CH:39]=4)=[CH:35][CH:36]=3)=[O:31])=[CH:28][N:27]=[CH:26][N:25]=2)[C@H:10]1[F:45])([C:4]([CH3:7])([CH3:5])[CH3:6])([CH3:2])[CH3:3], predict the reactants needed to synthesize it. The reactants are: [Si:1]([O:8][C@@H:9]1[C@@H:13]([CH2:14][O:15][Si](C(C)(C)C)(C)C)[CH2:12][C@@H:11]([NH:23][C:24]2[C:29]([C:30]([C:32]3[S:33][C:34]([CH2:37][C:38]4[CH:43]=[CH:42][CH:41]=[C:40]([Cl:44])[CH:39]=4)=[CH:35][CH:36]=3)=[O:31])=[CH:28][N:27]=[CH:26][N:25]=2)[C@H:10]1[F:45])([C:4]([CH3:7])([CH3:6])[CH3:5])([CH3:3])[CH3:2].Cl. (5) Given the product [N:1]1([C:18]([O:17][C:14]([CH3:16])([CH3:15])[CH3:13])=[O:19])[CH:5]([C:6]([O:8][C:9]([CH3:12])([CH3:11])[CH3:10])=[O:7])[CH2:4][CH:3]=[N:2]1, predict the reactants needed to synthesize it. The reactants are: [NH:1]1[CH:5]([C:6]([O:8][C:9]([CH3:12])([CH3:11])[CH3:10])=[O:7])[CH2:4][CH:3]=[N:2]1.[CH3:13][C:14]([O:17][C:18](O[C:18]([O:17][C:14]([CH3:16])([CH3:15])[CH3:13])=[O:19])=[O:19])([CH3:16])[CH3:15].C(N(CC)CC)C. (6) Given the product [ClH:32].[Cl:32][C:27]1[CH:26]=[C:25]([C@H:21]2[O:22][CH2:23][CH2:24][NH:19][CH2:20]2)[CH:30]=[CH:29][C:28]=1[NH:31][C:9](=[O:11])[C:6]1[CH:5]=[CH:4][C:3]([C:1]#[N:2])=[CH:8][N:7]=1, predict the reactants needed to synthesize it. The reactants are: [C:1]([C:3]1[CH:4]=[CH:5][C:6]([C:9]([OH:11])=O)=[N:7][CH:8]=1)#[N:2].C(OC([N:19]1[CH2:24][CH2:23][O:22][C@H:21]([C:25]2[CH:30]=[CH:29][C:28]([NH2:31])=[C:27]([Cl:32])[CH:26]=2)[CH2:20]1)=O)(C)(C)C. (7) Given the product [C:15]1([C:19]2[CH:20]=[CH:21][CH:22]=[CH:23][CH:24]=2)[CH:16]=[CH:17][CH:18]=[C:13]([C:12]2[CH:11]=[N:10][CH:9]=[C:8]3[N:25]([CH2:26][CH2:5][C:3]([OH:4])=[O:2])[C:5]([C:3]([OH:2])=[O:4])=[CH:6][C:7]=23)[CH:14]=1, predict the reactants needed to synthesize it. The reactants are: C[O:2][C:3]([C:5]1[N:25]([CH2:26]C(OCC)=O)[C:8]2=[CH:9][N:10]=[CH:11][C:12]([C:13]3[CH:14]=[C:15]([C:19]4[CH:24]=[CH:23][CH:22]=[CH:21][CH:20]=4)[CH:16]=[CH:17][CH:18]=3)=[C:7]2[CH:6]=1)=[O:4]. (8) Given the product [N:25]1([CH2:30][C:31]2[CH:37]=[CH:36][C:34]([NH:35][C:13]([CH:14]3[C:15]4[C:16](=[CH:20][CH:21]=[CH:22][CH:23]=4)[C:17](=[O:19])[N:12]([CH2:11][CH2:10][O:9][CH3:8])[CH:6]3[C:2]3[S:1][CH:5]=[CH:4][CH:3]=3)=[O:24])=[CH:33][CH:32]=2)[CH:29]=[CH:28][CH:27]=[N:26]1, predict the reactants needed to synthesize it. The reactants are: [S:1]1[CH:5]=[CH:4][CH:3]=[C:2]1[CH:6]=O.[CH3:8][O:9][CH2:10][CH2:11][NH2:12].[C:13]1(=[O:24])[O:19][C:17](=O)[C:16]2=[CH:20][CH:21]=[CH:22][CH:23]=[C:15]2[CH2:14]1.[N:25]1([CH2:30][C:31]2[CH:37]=[CH:36][C:34]([NH2:35])=[CH:33][CH:32]=2)[CH:29]=[CH:28][CH:27]=[N:26]1. (9) Given the product [NH2:16][CH2:17][CH2:18][CH2:19][NH:20][C:9](=[O:10])[O:11][C:12]([CH3:13])([CH3:14])[CH3:15], predict the reactants needed to synthesize it. The reactants are: [C:9](O[C:9]([O:11][C:12]([CH3:15])([CH3:14])[CH3:13])=[O:10])([O:11][C:12]([CH3:15])([CH3:14])[CH3:13])=[O:10].[NH2:16][CH2:17][CH2:18][CH2:19][NH2:20]. (10) Given the product [F:1][C:2]1[CH:7]=[C:6]([F:8])[CH:5]=[CH:4][C:3]=1[NH:9][S:19]([CH:17]([CH3:18])[CH3:16])(=[O:21])=[O:20], predict the reactants needed to synthesize it. The reactants are: [F:1][C:2]1[CH:7]=[C:6]([F:8])[CH:5]=[CH:4][C:3]=1[NH2:9].N1C=CC=CC=1.[CH3:16][CH:17]([S:19](Cl)(=[O:21])=[O:20])[CH3:18].CN(C1C=CC=CN=1)C.